This data is from HIV replication inhibition screening data with 41,000+ compounds from the AIDS Antiviral Screen. The task is: Binary Classification. Given a drug SMILES string, predict its activity (active/inactive) in a high-throughput screening assay against a specified biological target. (1) The compound is COCn1c(=O)n(C)c(=O)c2c1nc1c(c(=O)n(C)c(=O)n1COC)[n+]2[O-]. The result is 0 (inactive). (2) The drug is O=[PH](O)c1cc2ccccc2c2ccccc12.[NaH]. The result is 0 (inactive). (3) The molecule is N#CC(C#N)=c1ccc(=c2ccc(=C(C#N)C#N)s2)s1. The result is 0 (inactive). (4) The molecule is Cc1ccc(OCC2OC(n3cnc4nc(Cl)nc(Cl)c43)CC2Oc2ccc(C)cc2)cc1. The result is 0 (inactive). (5) The drug is CC1CN=C(Nc2cccc(F)c2)S1. The result is 0 (inactive). (6) The molecule is O=C(NN1C(=O)c2ccccc2C1=O)c1ccccc1Nc1ccccc1C(=O)NN1C(=O)c2ccccc2C1=O. The result is 0 (inactive). (7) The molecule is C=C1CC(c2ccc(OCCCN3C(=O)c4ccccc4C3=O)c(OC)c2)OC1=O. The result is 0 (inactive).